From a dataset of Catalyst prediction with 721,799 reactions and 888 catalyst types from USPTO. Predict which catalyst facilitates the given reaction. (1) Reactant: C([NH:8][OH:9])(OC(C)(C)C)=O.[H-].[Na+].[CH3:12][O:13][C:14]1[CH:21]=[CH:20][C:17]([CH2:18]Cl)=[CH:16][CH:15]=1.Cl. Product: [NH2:8][O:9][CH2:18][C:17]1[CH:20]=[CH:21][C:14]([O:13][CH3:12])=[CH:15][CH:16]=1. The catalyst class is: 165. (2) Reactant: [CH2:1]([C:3]1[C:12]([NH2:13])=[C:11]2[C:6]([CH:7]=[CH:8][CH:9]=[N:10]2)=[CH:5][CH:4]=1)[CH3:2].[C:14]1([S:20](Cl)(=[O:22])=[O:21])[CH:19]=[CH:18][CH:17]=[CH:16][CH:15]=1. Product: [CH2:1]([C:3]1[C:12]([NH:13][S:20]([C:14]2[CH:19]=[CH:18][CH:17]=[CH:16][CH:15]=2)(=[O:22])=[O:21])=[C:11]2[C:6]([CH:7]=[CH:8][CH:9]=[N:10]2)=[CH:5][CH:4]=1)[CH3:2]. The catalyst class is: 142. (3) Product: [Cl:8][C:6]1[CH:5]=[C:4]([N+:9]([O-:11])=[O:10])[C:3]2[O:12][CH2:20][C:21](=[O:22])[NH:1][C:2]=2[CH:7]=1. The catalyst class is: 22. Reactant: [NH2:1][C:2]1[CH:7]=[C:6]([Cl:8])[CH:5]=[C:4]([N+:9]([O-:11])=[O:10])[C:3]=1[OH:12].C([O-])([O-])=O.[K+].[K+].Cl[CH2:20][C:21](Cl)=[O:22].CCOC(C)=O.